The task is: Predict the reaction yield, written as a fraction of the theoretical maximum amount of product (1.0 means a 100% yield; for example, 0.34 means a 34% yield).. This data is from Reaction yield outcomes from USPTO patents with 853,638 reactions. (1) The catalyst is ClC(Cl)C. The yield is 0.149. The product is [NH2:18][S:19]([C:22]1[CH:43]=[CH:42][C:25]([O:26][C:27]2[C:28]3[C:32]([CH:33]=[C:34]([C:36]([NH:8][C:5]4[CH:4]=[N:3][C:2]([CH3:1])=[CH:7][N:6]=4)=[O:37])[CH:35]=2)=[N:31][N:30]([CH2:40][CH3:41])[CH:29]=3)=[CH:24][CH:23]=1)(=[O:20])=[O:21]. The reactants are [CH3:1][C:2]1[N:3]=[CH:4][C:5]([NH2:8])=[N:6][CH:7]=1.[Cl-].C[Al+]C.COC1C=C(OC)C=CC=1C[N:18](CC1C=CC(OC)=CC=1OC)[S:19]([C:22]1[CH:43]=[CH:42][C:25]([O:26][C:27]2[C:28]3[C:32]([CH:33]=[C:34]([C:36](OC)=[O:37])[CH:35]=2)=[N:31][N:30]([CH2:40][CH3:41])[CH:29]=3)=[CH:24][CH:23]=1)(=[O:21])=[O:20].C(C(C(C([O-])=O)O)O)([O-])=O.[Na+].[K+].FC(F)(F)C(O)=O. (2) The reactants are [NH2:1][C:2]1[CH:7]=[CH:6][C:5]([CH:8]2[CH2:13][C:12](=[O:14])[N:11]([CH3:15])[C:10](=[O:16])[CH2:9]2)=[CH:4][C:3]=1[C:17]1[CH2:22][CH2:21][CH2:20][CH2:19][CH:18]=1.C1CN([P+](Br)(N2CCCC2)N2CCCC2)CC1.F[P-](F)(F)(F)(F)F.[K+].[C:48]([C:50]1[N:51]=[C:52]([C:63]([O-])=[O:64])[N:53]([CH2:55][O:56][CH2:57][CH2:58][Si:59]([CH3:62])([CH3:61])[CH3:60])[CH:54]=1)#[N:49].CCN(C(C)C)C(C)C. The catalyst is C(Cl)Cl. The product is [C:17]1([C:3]2[CH:4]=[C:5]([CH:8]3[CH2:9][C:10](=[O:16])[N:11]([CH3:15])[C:12](=[O:14])[CH2:13]3)[CH:6]=[CH:7][C:2]=2[NH:1][C:63]([C:52]2[N:53]([CH2:55][O:56][CH2:57][CH2:58][Si:59]([CH3:62])([CH3:61])[CH3:60])[CH:54]=[C:50]([C:48]#[N:49])[N:51]=2)=[O:64])[CH2:22][CH2:21][CH2:20][CH2:19][CH:18]=1. The yield is 0.270. (3) The reactants are [CH3:1][C:2]1[O:6][N:5]=[C:4]([C:7]2[CH:12]=[CH:11][CH:10]=[CH:9][CH:8]=2)[C:3]=1[C:13]([NH:15][NH2:16])=[O:14].[F:17][C:18]([F:30])([F:29])[O:19][C:20]1[CH:28]=[CH:27][CH:26]=[CH:25][C:21]=1[C:22](O)=O. No catalyst specified. The product is [CH3:1][C:2]1[O:6][N:5]=[C:4]([C:7]2[CH:12]=[CH:11][CH:10]=[CH:9][CH:8]=2)[C:3]=1[C:13]1[O:14][C:22]([C:21]2[CH:25]=[CH:26][CH:27]=[CH:28][C:20]=2[O:19][C:18]([F:17])([F:29])[F:30])=[N:16][N:15]=1. The yield is 0.380.